This data is from Forward reaction prediction with 1.9M reactions from USPTO patents (1976-2016). The task is: Predict the product of the given reaction. (1) Given the reactants Br[C:2]1[CH:3]=[N:4][CH:5]=[CH:6][CH:7]=1.[Li]CCCC.[Li][C:14]1[CH:15]=[N:16][CH:17]=[CH:18][CH:19]=1.C([O:22][C:23]([C:25]1N2C=CC=CC2=[C:27]([C:34]([NH:36][C:37]23[CH2:46][CH:41]4[CH2:42][CH:43]([CH2:45][CH:39]([CH2:40]4)[CH2:38]2)[CH2:44]3)=[O:35])[N:26]=1)=O)C, predict the reaction product. The product is: [C:37]12([NH:36][C:34]([C:27]3[N:26]=[C:25]([C:23]([C:14]4[CH:15]=[N:16][CH:17]=[CH:18][CH:19]=4)=[O:22])[N:4]4[CH:5]=[CH:6][CH:7]=[CH:2][C:3]=34)=[O:35])[CH2:44][CH:43]3[CH2:42][CH:41]([CH2:40][CH:39]([CH2:45]3)[CH2:38]1)[CH2:46]2. (2) Given the reactants [F:1][C:2]1[CH:10]=[CH:9][C:8]2[NH:7][C:6]3[CH:11]=[N:12][N:13](C4CCCCO4)[C:5]=3[C:4]=2[CH:3]=1.Br[C:21]1[C:22]([CH3:34])=[N:23][C:24]([N:27]2[CH2:32][CH2:31][N:30]([CH3:33])[CH2:29][CH2:28]2)=[N:25][CH:26]=1.C([O-])([O-])=O.[Cs+].[Cs+].CN(C=O)C, predict the reaction product. The product is: [F:1][C:2]1[CH:10]=[CH:9][C:8]2[N:7]([C:21]3[C:22]([CH3:34])=[N:23][C:24]([N:27]4[CH2:32][CH2:31][N:30]([CH3:33])[CH2:29][CH2:28]4)=[N:25][CH:26]=3)[C:6]3[CH:11]=[N:12][NH:13][C:5]=3[C:4]=2[CH:3]=1.